From a dataset of Peptide-MHC class II binding affinity with 134,281 pairs from IEDB. Regression. Given a peptide amino acid sequence and an MHC pseudo amino acid sequence, predict their binding affinity value. This is MHC class II binding data. (1) The peptide sequence is DKWLDAKSTWYGKPT. The MHC is DRB5_0101 with pseudo-sequence DRB5_0101. The binding affinity (normalized) is 0.381. (2) The peptide sequence is IARLPQVASYVYRRI. The MHC is HLA-DQA10301-DQB10302 with pseudo-sequence HLA-DQA10301-DQB10302. The binding affinity (normalized) is 0. (3) The MHC is DRB5_0101 with pseudo-sequence DRB5_0101. The peptide sequence is SGMAEATSLDTMTQM. The binding affinity (normalized) is 0.259. (4) The peptide sequence is DTFRKLFGVYSNFLR. The MHC is DRB1_0701 with pseudo-sequence DRB1_0701. The binding affinity (normalized) is 0.404. (5) The peptide sequence is AWMSAAATQAEQAAT. The MHC is HLA-DQA10102-DQB10602 with pseudo-sequence HLA-DQA10102-DQB10602. The binding affinity (normalized) is 0.810.